This data is from Retrosynthesis with 50K atom-mapped reactions and 10 reaction types from USPTO. The task is: Predict the reactants needed to synthesize the given product. (1) The reactants are: NCC1CCNCC1.O=C(Cl)Oc1ccc(Oc2ccc(C(F)(F)F)cn2)cc1. Given the product NCC1CCN(C(=O)Oc2ccc(Oc3ccc(C(F)(F)F)cn3)cc2)CC1, predict the reactants needed to synthesize it. (2) Given the product O=C(O)c1cn(Cc2ccccc2)nn1, predict the reactants needed to synthesize it. The reactants are: COC(=O)c1cn(Cc2ccccc2)nn1. (3) The reactants are: O=Cc1cccc(OCCCN2C(=O)c3ccccc3C2=O)c1.OCCO. Given the product O=C1c2ccccc2C(=O)N1CCCOc1cccc(C2OCCO2)c1, predict the reactants needed to synthesize it. (4) Given the product COc1cc(C(CO)CNC(C)=O)ccc1Nc1ncc(Cl)c(-c2cnc3ccccn23)n1, predict the reactants needed to synthesize it. The reactants are: COc1cc(C(CO)CNC(C)=O)ccc1N.Clc1ncc(Cl)c(-c2cnc3ccccn23)n1. (5) Given the product Cc1cc(CC(NC(=O)N2CCC(N3Cc4ccccc4NC3=O)CC2)c2nccn2Cc2ccccc2)cc2cn[nH]c12, predict the reactants needed to synthesize it. The reactants are: BrCc1ccccc1.Cc1cc(CC(NC(=O)N2CCC(N3Cc4ccccc4NC3=O)CC2)c2ncc[nH]2)cc2cn[nH]c12. (6) Given the product CC(C)(C)OC(=O)N1CCC(NC(=O)CN2CCCC(c3ccccc3)(c3ccccc3)C2=O)CC1, predict the reactants needed to synthesize it. The reactants are: CC(C)(C)OC(=O)N1CCC(N)CC1.O=C(O)CN1CCCC(c2ccccc2)(c2ccccc2)C1=O. (7) Given the product COC(=O)c1ccc2c(C3CCCCC3)c(-c3ccccc3NC(=O)CCl)[nH]c2c1, predict the reactants needed to synthesize it. The reactants are: COC(=O)c1ccc2c(C3CCCCC3)c(-c3ccccc3N)[nH]c2c1.O=C(Cl)CCl.